This data is from Forward reaction prediction with 1.9M reactions from USPTO patents (1976-2016). The task is: Predict the product of the given reaction. (1) The product is: [F:1][C:2]1[CH:3]=[CH:4][C:5]([CH2:6][N:7]2[CH2:8][CH:9]3[N:14]([C:25](=[O:26])[CH2:27][O:28][C:29](=[O:31])[CH3:30])[CH:12]([CH2:11][CH2:10]3)[CH2:13]2)=[CH:15][CH:16]=1. Given the reactants [F:1][C:2]1[CH:16]=[CH:15][C:5]([CH2:6][N:7]2[CH2:13][CH:12]3[NH:14][CH:9]([CH2:10][CH2:11]3)[CH2:8]2)=[CH:4][CH:3]=1.C(N(CC)CC)C.Cl[C:25]([CH2:27][O:28][C:29](=[O:31])[CH3:30])=[O:26], predict the reaction product. (2) The product is: [Cl:10][C:11]1[CH:16]=[C:15]([NH:17][C:18]([NH:20][CH2:21][CH3:22])=[O:19])[N:14]=[CH:13][C:12]=1[C:23]1[CH:24]=[N:25][CH:26]=[C:27]([C:29]2[O:30][C:33](=[O:34])[NH:32][N:31]=2)[CH:28]=1. Given the reactants C(N(C(C)C)CC)(C)C.[Cl:10][C:11]1[CH:16]=[C:15]([NH:17][C:18]([NH:20][CH2:21][CH3:22])=[O:19])[N:14]=[CH:13][C:12]=1[C:23]1[CH:24]=[N:25][CH:26]=[C:27]([C:29]([NH:31][NH2:32])=[O:30])[CH:28]=1.[C:33](N1C=CN=C1)(N1C=CN=C1)=[O:34].O, predict the reaction product. (3) Given the reactants [CH2:1]([C@@:4]1([C:20]2[CH:25]=[CH:24][CH:23]=[CH:22][CH:21]=2)[O:9][C:8](=[O:10])[N:7]([C@H:11]([C:13]2[CH:18]=[CH:17][C:16]([Br:19])=[CH:15][CH:14]=2)[CH3:12])[CH2:6][CH2:5]1)[CH:2]=[CH2:3].[O:26]1CCCC1, predict the reaction product. The product is: [Br:19][C:16]1[CH:15]=[CH:14][C:13]([C@@H:11]([N:7]2[CH2:6][CH2:5][C@:4]([CH2:1][CH2:2][CH2:3][OH:26])([C:20]3[CH:25]=[CH:24][CH:23]=[CH:22][CH:21]=3)[O:9][C:8]2=[O:10])[CH3:12])=[CH:18][CH:17]=1. (4) Given the reactants [CH3:1][CH:2]([CH3:19])[CH2:3][C:4]1[NH:5][C:6]2[C:11]([CH:12]=1)=[C:10]([C:13]([F:16])([F:15])[F:14])[C:9]([C:17]#[N:18])=[CH:8][CH:7]=2.[F:20][C:21]([F:36])([F:35])[C:22]1[CH:23]=[C:24]([C:28]2[O:32][N:31]=[C:30]([CH2:33]Cl)[N:29]=2)[CH:25]=[CH:26][CH:27]=1, predict the reaction product. The product is: [CH3:1][CH:2]([CH3:19])[CH2:3][C:4]1[N:5]([CH2:33][C:30]2[N:29]=[C:28]([C:24]3[CH:25]=[CH:26][CH:27]=[C:22]([C:21]([F:36])([F:20])[F:35])[CH:23]=3)[O:32][N:31]=2)[C:6]2[C:11]([CH:12]=1)=[C:10]([C:13]([F:16])([F:14])[F:15])[C:9]([C:17]#[N:18])=[CH:8][CH:7]=2. (5) Given the reactants [Cl-:1].[Cl-].[C:3](=[Zr+2:6](C1C2C(=CC=CC=2)C([Si](C)(C)C)=C1)C1C2C(=CC=CC=2)C([Si](C)(C)C)=C1)([CH3:5])[CH3:4].C[Si](C)(C)C1C2C(=CC=CC=2)[CH:37]([C:44]([CH:47]2[C:55]3[C:50](=CC=CC=3)[C:49]([Si](C)(C)C)=[CH:48]2)([CH3:46])[CH3:45])C=1.[C:79]([C:76]1[CH:77]=[CH:78][CH:74](C([CH:74]2[CH:78]=[CH:77][C:76]([C:79]([CH3:82])([CH3:81])[CH3:80])=[CH:75]2)(C)C)[CH:75]=1)([CH3:82])([CH3:81])[CH3:80], predict the reaction product. The product is: [Cl-:1].[Cl-:1].[C:3](=[Zr+2:6]([CH:50]1[CH:49]=[CH:48][C:47]([C:44]([CH3:37])([CH3:45])[CH3:46])=[CH:55]1)[CH:74]1[CH:78]=[CH:77][C:76]([C:79]([CH3:80])([CH3:81])[CH3:82])=[CH:75]1)([CH3:5])[CH3:4].